This data is from Catalyst prediction with 721,799 reactions and 888 catalyst types from USPTO. The task is: Predict which catalyst facilitates the given reaction. (1) Reactant: S(Cl)(Cl)=[O:2].[Br:5][C:6]1[CH:11]=[CH:10][C:9]([S:12]([N:15]([CH2:17][C:18]2(C(O)=O)[NH:22]C=[CH:20][S:19]2)[CH3:16])(=[O:14])=[O:13])=[CH:8][CH:7]=1.[CH2:26]([N:28]([CH2:31][CH3:32])[CH2:29][CH3:30])[CH3:27].N1[C:42]2[C:37](=CC=CC=2)[CH2:36][CH2:35][CH2:34]1. Product: [Br:5][C:6]1[CH:7]=[CH:8][C:9]([S:12]([N:15]([CH2:17][C:18]2[S:19][CH:20]=[C:27]([C:26]([N:28]3[C:31]4[C:35](=[CH:36][CH:37]=[CH:42][CH:32]=4)[CH2:34][CH2:30][CH2:29]3)=[O:2])[N:22]=2)[CH3:16])(=[O:13])=[O:14])=[CH:10][CH:11]=1. The catalyst class is: 317. (2) Reactant: [CH3:1][CH:2]1[CH2:7][C:6](=[O:8])[CH2:5][CH2:4][NH:3]1.C([O-])(O)=O.[Na+].[C:14](O[C:14]([O:16][C:17]([CH3:20])([CH3:19])[CH3:18])=[O:15])([O:16][C:17]([CH3:20])([CH3:19])[CH3:18])=[O:15]. Product: [C:14]([N:3]1[CH2:4][CH2:5][C:6](=[O:8])[CH2:7][CH:2]1[CH3:1])([O:16][C:17]([CH3:20])([CH3:19])[CH3:18])=[O:15]. The catalyst class is: 408.